This data is from Full USPTO retrosynthesis dataset with 1.9M reactions from patents (1976-2016). The task is: Predict the reactants needed to synthesize the given product. (1) Given the product [NH2:1][C:2]1[N:7]=[CH:6][N:5]=[C:4]([NH:8][C:9]2[C:27](=[O:28])[N:13]3[CH2:14][CH2:15][CH2:16][NH:17][C:18](=[O:19])[C:12]3=[C:11]([CH3:29])[CH:10]=2)[CH:3]=1, predict the reactants needed to synthesize it. The reactants are: [NH2:1][C:2]1[N:7]=[CH:6][N:5]=[C:4]([NH:8][C:9]2[C:27](=[O:28])[N:13]3[CH2:14][CH2:15][CH2:16][N:17](CC4C=CC=CC=4)[C:18](=[O:19])[C:12]3=[C:11]([CH3:29])[CH:10]=2)[CH:3]=1.FC(F)(F)C(O)=O.C(=O)(O)[O-].[Na+]. (2) Given the product [Cl:13][C:14]1[CH:15]=[C:16]2[C:20](=[CH:21][CH:22]=1)[C:19](=[O:23])[CH:6]([O:11][CH3:12])[CH2:17]2, predict the reactants needed to synthesize it. The reactants are: S(=O)(=O)(O)O.[CH:6]([O:11][CH3:12])(OC)OC.[Cl:13][C:14]1[CH:15]=[C:16]2[C:20](=[CH:21][CH:22]=1)[C:19](=[O:23])C[CH2:17]2.CC1C=CC(S(OI(O)C2C=CC=CC=2)(=O)=O)=CC=1. (3) Given the product [C:4]([C:6]1[N:7]([CH3:31])[C:8]2[C:13]([N:14]=1)=[C:12]([N:15]1[CH2:20][CH2:19][CH:18]([N:21]3[C:25]4[CH:26]=[CH:27][CH:28]=[CH:29][C:24]=4[NH:23][C:22]3=[O:30])[CH2:17][CH2:16]1)[N:11]=[CH:10][N:9]=2)(=[O:5])[CH3:33], predict the reactants needed to synthesize it. The reactants are: CON(C)[C:4]([C:6]1[N:7]([CH3:31])[C:8]2[C:13]([N:14]=1)=[C:12]([N:15]1[CH2:20][CH2:19][CH:18]([N:21]3[C:25]4[CH:26]=[CH:27][CH:28]=[CH:29][C:24]=4[NH:23][C:22]3=[O:30])[CH2:17][CH2:16]1)[N:11]=[CH:10][N:9]=2)=[O:5].[CH3:33][Mg]Cl.